This data is from Catalyst prediction with 721,799 reactions and 888 catalyst types from USPTO. The task is: Predict which catalyst facilitates the given reaction. Reactant: Br[C:2]1[CH:15]=[CH:14][C:13]2[O:12][C:11]3[C:6](=[CH:7][C:8]([O:16][CH2:17][C:18]([CH3:21])([CH3:20])[CH3:19])=[CH:9][CH:10]=3)[C@:5]3([CH2:25][O:24][C:23]([NH2:26])=[N:22]3)[C:4]=2[CH:3]=1. Product: [CH2:17]([O:16][C:8]1[CH:9]=[CH:10][C:11]2[O:12][C:13]3[C:4](=[CH:3][CH:2]=[CH:15][CH:14]=3)[C@@:5]3([CH2:25][O:24][C:23]([NH2:26])=[N:22]3)[C:6]=2[CH:7]=1)[C:18]([CH3:21])([CH3:20])[CH3:19]. The catalyst class is: 63.